Dataset: Forward reaction prediction with 1.9M reactions from USPTO patents (1976-2016). Task: Predict the product of the given reaction. (1) Given the reactants [O:1]=[C:2]1[N:7]([CH2:8][C:9]2[CH:14]=[CH:13][C:12]([C:15]3[C:16]([C:21]#[N:22])=[CH:17][CH:18]=[CH:19][CH:20]=3)=[CH:11][C:10]=2[F:23])[C:6]2[S:24][C:25]([CH2:27][CH2:28][CH3:29])=[CH:26][C:5]=2[C:4](=[O:30])[NH:3]1.Br[CH2:32][C:33]([C:35]1[CH:40]=[CH:39][C:38]([O:41][CH3:42])=[CH:37][CH:36]=1)=[O:34].C[N:44](C)[CH:45]=[O:46].[H-].[Na+].C(OCC)(=[O:52])C, predict the reaction product. The product is: [F:23][C:10]1[CH:11]=[C:12]([C:15]2[CH:20]=[CH:19][CH:18]=[CH:17][C:16]=2[C:21]2[NH:44][C:45](=[O:46])[O:52][N:22]=2)[CH:13]=[CH:14][C:9]=1[CH2:8][N:7]1[C:6]2[S:24][C:25]([CH2:27][CH2:28][CH3:29])=[CH:26][C:5]=2[C:4](=[O:30])[N:3]([CH2:32][C:33]([C:35]2[CH:40]=[CH:39][C:38]([O:41][CH3:42])=[CH:37][CH:36]=2)=[O:34])[C:2]1=[O:1]. (2) Given the reactants [F:1][C:2]([F:20])([F:19])[CH:3]1[NH:8][CH2:7][CH2:6][N:5]([C:9]2[CH:14]=[CH:13][C:12]([C:15]([F:18])([F:17])[F:16])=[CH:11][N:10]=2)[CH2:4]1.CC1(C)C(C)(C)OB([C:29]2[CH:30]=[CH:31][C:32](N3CCN(C(OC(C)(C)C)=O)CC3C(F)(F)F)=[N:33][CH:34]=2)O1.Br[C:54]1[CH:59]=[CH:58][C:57]([N:60]2[C:64](=[O:65])[N:63]([CH2:66][CH2:67][CH3:68])[N:62]=[CH:61]2)=[C:56]([F:69])[CH:55]=1, predict the reaction product. The product is: [F:69][C:56]1[CH:55]=[C:54]([C:29]2[CH:34]=[N:33][C:32]([N:8]3[CH2:7][CH2:6][N:5]([C:9]4[CH:14]=[CH:13][C:12]([C:15]([F:17])([F:18])[F:16])=[CH:11][N:10]=4)[CH2:4][CH:3]3[C:2]([F:1])([F:19])[F:20])=[CH:31][CH:30]=2)[CH:59]=[CH:58][C:57]=1[N:60]1[C:64](=[O:65])[N:63]([CH2:66][CH2:67][CH3:68])[N:62]=[CH:61]1. (3) Given the reactants [CH3:1][N:2]([CH2:4][CH2:5][N:6]1[C:10]2[CH:11]=[CH:12][CH:13]=[CH:14][C:9]=2[N:8]=[C:7]1[CH2:15][N:16]1[C:20]2[CH:21]=[CH:22][CH:23]=[CH:24][C:19]=2[N:18]=[N:17]1)[CH3:3].[CH3:25][I:26], predict the reaction product. The product is: [I-:26].[N:16]1([CH2:15][C:7]2[N:6]([CH2:5][CH2:4][N+:2]([CH3:25])([CH3:1])[CH3:3])[C:10]3[CH:11]=[CH:12][CH:13]=[CH:14][C:9]=3[N:8]=2)[C:20]2[CH:21]=[CH:22][CH:23]=[CH:24][C:19]=2[N:18]=[N:17]1. (4) Given the reactants [OH:1][CH2:2][C:3]([NH:6][S:7]([C:10]1[S:14][C:13]([NH:15]C(=O)C)=[N:12][CH:11]=1)(=[O:9])=[O:8])([CH3:5])[CH3:4], predict the reaction product. The product is: [OH:1][CH2:2][C:3]([NH:6][S:7]([C:10]1[S:14][C:13]([NH2:15])=[N:12][CH:11]=1)(=[O:9])=[O:8])([CH3:5])[CH3:4]. (5) Given the reactants [SH:1][CH2:2][CH2:3][C:4]([OH:6])=[O:5].[NH2:7][C:8]1[CH:13]=[CH:12][C:11]([CH:14]([C:21]2[CH:26]=[CH:25][C:24]([Cl:27])=[CH:23][CH:22]=2)[C:15]2[N:19]([CH3:20])[CH:18]=[N:17][CH:16]=2)=[CH:10][C:9]=1[CH:28]([C:30]1[CH:35]=[CH:34][CH:33]=[C:32]([Cl:36])[CH:31]=1)O, predict the reaction product. The product is: [NH2:7][C:8]1[CH:13]=[CH:12][C:11]([CH:14]([C:21]2[CH:26]=[CH:25][C:24]([Cl:27])=[CH:23][CH:22]=2)[C:15]2[N:19]([CH3:20])[CH:18]=[N:17][CH:16]=2)=[CH:10][C:9]=1[CH:28]([C:30]1[CH:35]=[CH:34][CH:33]=[C:32]([Cl:36])[CH:31]=1)[S:1][CH2:2][CH2:3][C:4]([OH:6])=[O:5]. (6) Given the reactants [C:1]([O:12]C)(=[O:11])[C:2]1[CH:10]=[CH:9][C:5]([C:6]([O-])=O)=[CH:4][CH:3]=1.S(Cl)(Cl)=O.[Cl:18][C:19]1[CH:20]=[C:21]([CH2:25][N:26]([C:28]([NH2:30])=[S:29])[NH2:27])[CH:22]=[CH:23][CH:24]=1, predict the reaction product. The product is: [Cl:18][C:19]1[CH:20]=[C:21]([CH2:25][N:26]2[C:28](=[S:29])[NH:30][C:6]([C:5]3[CH:9]=[CH:10][C:2]([C:1]([OH:12])=[O:11])=[CH:3][CH:4]=3)=[N:27]2)[CH:22]=[CH:23][CH:24]=1. (7) Given the reactants [Br:1][C:2]1[CH:9]=[CH:8][C:5]([CH:6]=[O:7])=[CH:4][C:3]=1[C:10]([F:13])([F:12])[F:11].[C-]#N.[Na+].[C:17](#[N:20])[CH:18]=[CH2:19], predict the reaction product. The product is: [Br:1][C:2]1[CH:9]=[CH:8][C:5]([C:6](=[O:7])[CH2:19][CH2:18][C:17]#[N:20])=[CH:4][C:3]=1[C:10]([F:11])([F:12])[F:13].